This data is from Reaction yield outcomes from USPTO patents with 853,638 reactions. The task is: Predict the reaction yield, written as a fraction of the theoretical maximum amount of product (1.0 means a 100% yield; for example, 0.34 means a 34% yield). The reactants are CS(O[CH2:6][CH2:7][CH2:8][CH2:9][O:10][C:11]1[CH:12]=[CH:13][C:14]2[CH2:20][CH2:19][NH:18][C:17](=[O:21])[NH:16][C:15]=2[N:22]=1)(=O)=O.[CH2:23]1[C:32]2[C:27](=[CH:28][CH:29]=[CH:30][CH:31]=2)[CH2:26][CH2:25][NH:24]1.C(=O)([O-])[O-].[K+].[K+]. The catalyst is C(#N)C. The product is [CH2:23]1[C:32]2[C:27](=[CH:28][CH:29]=[CH:30][CH:31]=2)[CH2:26][CH2:25][N:24]1[CH2:6][CH2:7][CH2:8][CH2:9][O:10][C:11]1[CH:12]=[CH:13][C:14]2[CH2:20][CH2:19][NH:18][C:17](=[O:21])[NH:16][C:15]=2[N:22]=1. The yield is 0.450.